Dataset: Microsomal clearance measurements from AstraZeneca. Task: Regression/Classification. Given a drug SMILES string, predict its absorption, distribution, metabolism, or excretion properties. Task type varies by dataset: regression for continuous measurements (e.g., permeability, clearance, half-life) or binary classification for categorical outcomes (e.g., BBB penetration, CYP inhibition). For this dataset (clearance_microsome_az), we predict log10(clearance) (log10 of the in vitro intrinsic clearance, CLint, in uL/min per mg of human liver microsomal protein, equivalently mL/min/g; values are censored to the assay range of 3 to 150, which is 0.477 to 2.18 on this log10 scale). The drug is CCN(C(=O)NCc1ccc(S(C)(=O)=O)cc1)C1CCN(CCC(c2ccccc2)c2ccccc2)CC1. The log10(clearance) is 0.480.